This data is from Reaction yield outcomes from USPTO patents with 853,638 reactions. The task is: Predict the reaction yield, written as a fraction of the theoretical maximum amount of product (1.0 means a 100% yield; for example, 0.34 means a 34% yield). (1) The reactants are [NH2:1][C:2]1[CH:18]=[CH:17][CH:16]=[C:15]([Cl:19])[C:3]=1[C:4]([NH:6][C:7]1[CH:12]=[CH:11][CH:10]=[CH:9][C:8]=1[O:13][CH3:14])=[O:5].[Cl:20][CH2:21][C:22](Cl)=O. The catalyst is C(O)(=O)C. The product is [Cl:19][C:15]1[CH:16]=[CH:17][CH:18]=[C:2]2[C:3]=1[C:4](=[O:5])[N:6]([C:7]1[CH:12]=[CH:11][CH:10]=[CH:9][C:8]=1[O:13][CH3:14])[C:22]([CH2:21][Cl:20])=[N:1]2. The yield is 0.280. (2) The reactants are [Br:1][C:2]1[CH:9]=[CH:8][C:5]([CH:6]=O)=[CH:4][CH:3]=1.[CH3:10][CH:11]([CH3:15])[C:12](=[O:14])[CH3:13]. The catalyst is [OH-].[Na+].C(O)C.O. The product is [Br:1][C:2]1[CH:9]=[CH:8][C:5]([CH:6]=[CH:13][C:12](=[O:14])[CH:11]([CH3:15])[CH3:10])=[CH:4][CH:3]=1. The yield is 0.580.